Task: Predict which catalyst facilitates the given reaction.. Dataset: Catalyst prediction with 721,799 reactions and 888 catalyst types from USPTO Reactant: [F:1][C:2]1[CH:3]=[C:4]([C:8](=[N:20]O)[CH2:9][C:10]2[CH:15]=[CH:14][C:13]([C:16]([F:19])([F:18])[F:17])=[CH:12][N:11]=2)[CH:5]=[CH:6][CH:7]=1.CCN(CC)CC.O.C(OCC)(=O)C. Product: [F:1][C:2]1[CH:3]=[C:4]([C:8]2[CH:9]=[C:10]3[CH:15]=[CH:14][C:13]([C:16]([F:19])([F:18])[F:17])=[CH:12][N:11]3[N:20]=2)[CH:5]=[CH:6][CH:7]=1. The catalyst class is: 57.